From a dataset of Catalyst prediction with 721,799 reactions and 888 catalyst types from USPTO. Predict which catalyst facilitates the given reaction. (1) Reactant: [Br:1][C:2]1[CH:3]=[C:4]2[C:9](=[CH:10][CH:11]=1)[NH:8][C:7](=[O:12])[C:6]([C:13]1[NH:14][CH:15]=[N:16][CH:17]=1)=[C:5]2[C:18]1[CH:23]=[CH:22][CH:21]=[CH:20][CH:19]=1.[C:24]([O-])([O-])=O.[K+].[K+].CI. Product: [Br:1][C:2]1[CH:3]=[C:4]2[C:9](=[CH:10][CH:11]=1)[N:8]([CH3:24])[C:7](=[O:12])[C:6]([C:13]1[NH:14][CH:15]=[N:16][CH:17]=1)=[C:5]2[C:18]1[CH:23]=[CH:22][CH:21]=[CH:20][CH:19]=1. The catalyst class is: 3. (2) Reactant: IC.[CH2:3]([O:5][C:6]([C:8]1[O:9][C:10]2[C:15]([C:16](=[O:25])[C:17]=1[C:18]1[CH:23]=[CH:22][C:21]([F:24])=[CH:20][CH:19]=1)=[CH:14][C:13]([CH2:26][CH3:27])=[C:12]([OH:28])[CH:11]=2)=[O:7])[CH3:4].[C:29](=O)([O-])[O-].[K+].[K+]. Product: [CH2:3]([O:5][C:6]([C:8]1[O:9][C:10]2[C:15]([C:16](=[O:25])[C:17]=1[C:18]1[CH:23]=[CH:22][C:21]([F:24])=[CH:20][CH:19]=1)=[CH:14][C:13]([CH2:26][CH3:27])=[C:12]([O:28][CH3:29])[CH:11]=2)=[O:7])[CH3:4]. The catalyst class is: 21.